From a dataset of Catalyst prediction with 721,799 reactions and 888 catalyst types from USPTO. Predict which catalyst facilitates the given reaction. (1) Reactant: [O:1]([CH2:19][C:20]1([CH2:28][CH2:29]O)[CH2:25][O:24][C:23]([CH3:27])([CH3:26])[O:22][CH2:21]1)[Si:2]([C:15]([CH3:18])([CH3:17])[CH3:16])([C:9]1[CH:14]=[CH:13][CH:12]=[CH:11][CH:10]=1)[C:3]1[CH:8]=[CH:7][CH:6]=[CH:5][CH:4]=1.C1(P(C2C=CC=CC=2)C2C=CC=CC=2)C=CC=CC=1.N(C(OC(C)C)=O)=NC(OC(C)C)=O.[N+:64]([C:67]1[NH:68][CH:69]=[CH:70][N:71]=1)([O-:66])=[O:65]. Product: [O:1]([CH2:19][C:20]1([CH2:28][CH2:29][N:68]2[CH:69]=[CH:70][N:71]=[C:67]2[N+:64]([O-:66])=[O:65])[CH2:21][O:22][C:23]([CH3:27])([CH3:26])[O:24][CH2:25]1)[Si:2]([C:15]([CH3:17])([CH3:18])[CH3:16])([C:9]1[CH:10]=[CH:11][CH:12]=[CH:13][CH:14]=1)[C:3]1[CH:8]=[CH:7][CH:6]=[CH:5][CH:4]=1. The catalyst class is: 7. (2) Reactant: [CH3:1][N:2]([CH2:4][C:5]1[CH:10]=[CH:9][C:8]([N+:11]([O-])=O)=[CH:7][CH:6]=1)[CH3:3].C(O)C.Cl. Product: [CH3:3][N:2]([CH2:4][C:5]1[CH:10]=[CH:9][C:8]([NH2:11])=[CH:7][CH:6]=1)[CH3:1]. The catalyst class is: 770. (3) Reactant: [NH2:1][C:2]1[C:3]([NH:8][CH2:9][CH:10]2[O:14][CH2:13][CH2:12][O:11]2)=[N:4][CH:5]=[CH:6][CH:7]=1.C1(C)C=CC=CC=1.[O:22]=[CH:23][C:24](OCC)=O.O. Product: [O:11]1[CH2:12][CH2:13][O:14][CH:10]1[CH2:9][N:8]1[C:23](=[O:22])[CH:24]=[N:1][C:2]2[CH:7]=[CH:6][CH:5]=[N:4][C:3]1=2. The catalyst class is: 162. (4) Reactant: [CH3:1][S:2][CH2:3][CH2:4][CH2:5][CH2:6][C:7]1[S:11][C:10]([C:12]2[CH:17]=[CH:16][N:15]=[C:14]([NH:18][CH:19]3[CH2:24][C:23]([CH3:26])([CH3:25])[NH:22][C:21]([CH3:28])([CH3:27])[CH2:20]3)[N:13]=2)=[CH:9][CH:8]=1.[O-]O.S(=O)(O)[O-:32].[Na+].[OH-].[Na+]. Product: [CH3:1][S:2]([CH2:3][CH2:4][CH2:5][CH2:6][C:7]1[S:11][C:10]([C:12]2[CH:17]=[CH:16][N:15]=[C:14]([NH:18][CH:19]3[CH2:24][C:23]([CH3:26])([CH3:25])[NH:22][C:21]([CH3:28])([CH3:27])[CH2:20]3)[N:13]=2)=[CH:9][CH:8]=1)=[O:32]. The catalyst class is: 137. (5) Reactant: [OH:1][CH2:2][C:3]1[CH:20]=[CH:19][C:6]2[CH2:7][CH2:8][N:9]([C:12]([O:14][C:15]([CH3:18])([CH3:17])[CH3:16])=[O:13])[CH2:10][CH2:11][C:5]=2[CH:4]=1.C(N(CC)CC)C.[CH3:28][S:29](Cl)(=[O:31])=[O:30]. Product: [CH3:28][S:29]([O:1][CH2:2][C:3]1[CH:20]=[CH:19][C:6]2[CH2:7][CH2:8][N:9]([C:12]([O:14][C:15]([CH3:16])([CH3:17])[CH3:18])=[O:13])[CH2:10][CH2:11][C:5]=2[CH:4]=1)(=[O:31])=[O:30]. The catalyst class is: 13. (6) Reactant: [CH2:1]([B:5]([OH:7])[OH:6])[CH2:2][CH2:3][CH3:4].O[CH2:9][CH2:10][NH:11][CH2:12][CH2:13]O.O[C@H]([C@@H](O)C(N(C)C)=O)C(N(C)C)=O. Product: [CH2:1]([B:5]1[O:7][CH2:13][CH2:12][NH:11][CH2:10][CH2:9][O:6]1)[CH2:2][CH2:3][CH3:4]. The catalyst class is: 614. (7) Reactant: [C:1]1([Li])[CH:6]=[CH:5][CH:4]=[CH:3][CH:2]=1.[CH2:8]([C:15]1[CH:20]=[CH:19][CH:18]=[CH:17][N:16]=1)[C:9]1C=CC=CC=1.IC.[Cl-].[NH4+]. Product: [C:1]1([CH:8]([C:15]2[CH:20]=[CH:19][CH:18]=[CH:17][N:16]=2)[CH3:9])[CH:6]=[CH:5][CH:4]=[CH:3][CH:2]=1. The catalyst class is: 28.